From a dataset of Peptide-MHC class I binding affinity with 185,985 pairs from IEDB/IMGT. Regression. Given a peptide amino acid sequence and an MHC pseudo amino acid sequence, predict their binding affinity value. This is MHC class I binding data. The peptide sequence is YFVAYQATV. The MHC is HLA-A02:01 with pseudo-sequence HLA-A02:01. The binding affinity (normalized) is 0.469.